Dataset: Reaction yield outcomes from USPTO patents with 853,638 reactions. Task: Predict the reaction yield, written as a fraction of the theoretical maximum amount of product (1.0 means a 100% yield; for example, 0.34 means a 34% yield). (1) The product is [C:1]([O:5][C:6]([N:8]1[CH2:14][CH2:13][C:12]2[C:15]([NH:20][CH2:21][C:22]3[CH:27]=[CH:26][C:25]([C:28](=[O:29])[NH:36][CH3:34])=[CH:24][CH:23]=3)=[C:16]([Cl:19])[CH:17]=[CH:18][C:11]=2[CH2:10][CH2:9]1)=[O:7])([CH3:4])([CH3:3])[CH3:2]. The yield is 0.930. The reactants are [C:1]([O:5][C:6]([N:8]1[CH2:14][CH2:13][C:12]2[C:15]([NH:20][CH2:21][C:22]3[CH:27]=[CH:26][C:25]([C:28](O)=[O:29])=[CH:24][CH:23]=3)=[C:16]([Cl:19])[CH:17]=[CH:18][C:11]=2[CH2:10][CH2:9]1)=[O:7])([CH3:4])([CH3:3])[CH3:2].Cl.CN.[CH2:34]([N:36](CC)CC)C.CN(C(ON1N=NC2C=CC=NC1=2)=[N+](C)C)C.F[P-](F)(F)(F)(F)F. The catalyst is CN(C=O)C. (2) The reactants are [Cl:1][C:2]1[CH:3]=[C:4]([N:11]2[C:20]3[C:15](=[CH:16][C:17]([S:21]([NH:24][C:25]4[CH:29]=[CH:28][O:27][N:26]=4)(=[O:23])=[O:22])=[CH:18][CH:19]=3)[CH:14]=[CH:13][C:12]2=[O:30])[C:5]([O:9][CH3:10])=[N:6][C:7]=1Cl.[CH:31]1(B(O)O)[CH2:33][CH2:32]1. The catalyst is CCOC(C)=O.CS(C)=O. The product is [Cl:1][C:2]1[CH:3]=[C:4]([N:11]2[C:20]3[C:15](=[CH:16][C:17]([S:21]([NH:24][C:25]4[CH:29]=[CH:28][O:27][N:26]=4)(=[O:22])=[O:23])=[CH:18][CH:19]=3)[CH:14]=[CH:13][C:12]2=[O:30])[C:5]([O:9][CH3:10])=[N:6][C:7]=1[CH:31]1[CH2:33][CH2:32]1. The yield is 0.420. (3) The reactants are [CH3:1][NH:2][CH2:3][CH2:4][CH2:5][CH2:6][NH:7][C:8](=[O:14])[O:9][C:10]([CH3:13])([CH3:12])[CH3:11].[S:15](=[O:19])(=[O:18])(N)[NH2:16]. The catalyst is O1CCOCC1.C(OC(C)C)(C)C. The product is [C:10]([O:9][C:8](=[O:14])[NH:7][CH2:6][CH2:5][CH2:4][CH2:3][N:2]([S:15]([NH2:16])(=[O:19])=[O:18])[CH3:1])([CH3:11])([CH3:13])[CH3:12]. The yield is 0.640. (4) The reactants are [CH2:1]([C:4]1[O:5][CH:6]=[CH:7][CH:8]=1)[CH2:2][CH3:3].[Li]CCCC.[CH2:14]1[O:16][CH2:15]1. The catalyst is C1COCC1. The product is [CH2:1]([C:4]1[O:5][C:6]([CH2:14][CH2:15][OH:16])=[CH:7][CH:8]=1)[CH2:2][CH3:3]. The yield is 0.910. (5) The catalyst is O1CCCC1. The product is [C:1]12([CH2:11][O:12][C:13]3[CH:21]=[CH:20][C:16]([C:17]([NH:19][S:33]([CH3:32])(=[O:35])=[O:34])=[O:18])=[CH:15][C:14]=3[C:22]3[C:23]([O:28][CH3:29])=[N:24][CH:25]=[CH:26][CH:27]=3)[CH2:8][CH:7]3[CH2:6][CH:5]([CH2:4][CH:3]([CH2:9]3)[CH2:2]1)[CH2:10]2. The reactants are [C:1]12([CH2:11][O:12][C:13]3[CH:21]=[CH:20][C:16]([C:17]([NH2:19])=[O:18])=[CH:15][C:14]=3[C:22]3[C:23]([O:28][CH3:29])=[N:24][CH:25]=[CH:26][CH:27]=3)[CH2:10][CH:5]3[CH2:6][CH:7]([CH2:9][CH:3]([CH2:4]3)[CH2:2]1)[CH2:8]2.[H-].[Na+].[CH3:32][S:33](Cl)(=[O:35])=[O:34]. The yield is 0.270. (6) The reactants are [NH2:1][CH2:2][CH2:3][CH2:4][CH2:5][CH2:6][S:7]([NH:10][CH3:11])(=[O:9])=[O:8].[CH3:12][C:13]([O:16][C:17](O[C:17]([O:16][C:13]([CH3:15])([CH3:14])[CH3:12])=[O:18])=[O:18])([CH3:15])[CH3:14]. The catalyst is ClCCl. The product is [CH3:11][NH:10][S:7]([CH2:6][CH2:5][CH2:4][CH2:3][CH2:2][NH:1][C:17](=[O:18])[O:16][C:13]([CH3:15])([CH3:14])[CH3:12])(=[O:9])=[O:8]. The yield is 0.500. (7) The reactants are C(OC([N:8]1[CH2:13][CH2:12][N:11]([C:14]2[C:15]3[C:29]([O:30][CH3:31])=[CH:28][N:27]=[CH:26][C:16]=3[N:17]=[C:18]([C:20]3[CH:25]=[CH:24][N:23]=[CH:22][CH:21]=3)[N:19]=2)[CH2:10][CH:9]1[C:32](=[O:40])[NH:33][C:34]1[CH:39]=[CH:38][CH:37]=[CH:36][CH:35]=1)=O)(C)(C)C.C(OC(N1CCN(C2C3C(OC)=CN=CC=3N=C(C3C=CN=CC=3)N=2)CC1C(O)=O)=O)(C)(C)C.ON1C2C=CC=CC=2N=N1.CN1CCOCC1.NC1C=CC=CC=1.Cl.CN(C)CCCN=C=NCC. The catalyst is CN(C)C=O. The product is [C:34]1([NH:33][C:32]([CH:9]2[CH2:10][N:11]([C:14]3[C:15]4[C:29]([O:30][CH3:31])=[CH:28][N:27]=[CH:26][C:16]=4[N:17]=[C:18]([C:20]4[CH:25]=[CH:24][N:23]=[CH:22][CH:21]=4)[N:19]=3)[CH2:12][CH2:13][NH:8]2)=[O:40])[CH:39]=[CH:38][CH:37]=[CH:36][CH:35]=1. The yield is 0.470.